This data is from Reaction yield outcomes from USPTO patents with 853,638 reactions. The task is: Predict the reaction yield, written as a fraction of the theoretical maximum amount of product (1.0 means a 100% yield; for example, 0.34 means a 34% yield). (1) The reactants are [Br:1][C:2]1[CH:3]=[CH:4][C:5]2[O:14][CH2:13][CH2:12][N:11]3[C:7](=[N:8][C:9]([C:15](Cl)=[O:16])=[CH:10]3)[C:6]=2[CH:18]=1.[NH3:19]. The catalyst is O1CCCC1. The product is [Br:1][C:2]1[CH:3]=[CH:4][C:5]2[O:14][CH2:13][CH2:12][N:11]3[C:7](=[N:8][C:9]([C:15]([NH2:19])=[O:16])=[CH:10]3)[C:6]=2[CH:18]=1. The yield is 0.690. (2) The reactants are Cl[C:2]1[CH:3]=[CH:4][CH:5]=[C:6]2[C:10]=1[N:9]([CH2:11][CH2:12][CH3:13])[N:8]=[C:7]2[C:14]1[CH:19]=[CH:18][C:17]([O:20][CH3:21])=[CH:16][CH:15]=1.[C:22]1([Mg]Br)[CH:27]=[CH:26][CH:25]=[CH:24][CH:23]=1.Cl. The catalyst is O1CCOCC1.C1C=CC(/C=C/C(/C=C/C2C=CC=CC=2)=O)=CC=1.C1C=CC(/C=C/C(/C=C/C2C=CC=CC=2)=O)=CC=1.C1C=CC(/C=C/C(/C=C/C2C=CC=CC=2)=O)=CC=1.[Pd].[Pd]. The product is [CH3:21][O:20][C:17]1[CH:18]=[CH:19][C:14]([C:7]2[C:6]3[C:10](=[C:2]([C:22]4[CH:27]=[CH:26][CH:25]=[CH:24][CH:23]=4)[CH:3]=[CH:4][CH:5]=3)[N:9]([CH2:11][CH2:12][CH3:13])[N:8]=2)=[CH:15][CH:16]=1. The yield is 0.590. (3) The reactants are C1C=CC(C2C=CC=CC=2)=CC=1.C1C=CC(OC2C=CC=CC=2)=CC=1.[Cl:26][C:27]1[CH:32]=[CH:31][C:30]([C:33]([F:36])([F:35])[F:34])=[CH:29][C:28]=1[NH:37][CH:38]=[C:39]([C:45](OCC)=[O:46])[C:40]([O:42][CH2:43][CH3:44])=[O:41]. No catalyst specified. The product is [Cl:26][C:27]1[CH:32]=[CH:31][C:30]([C:33]([F:34])([F:35])[F:36])=[C:29]2[C:28]=1[NH:37][CH:38]=[C:39]([C:40]([O:42][CH2:43][CH3:44])=[O:41])[C:45]2=[O:46]. The yield is 0.650. (4) The reactants are [F:1][C:2]1[C:15]([F:16])=[CH:14][CH:13]=[CH:12][C:3]=1[O:4][C:5]1[CH:11]=[CH:10][C:8](N)=[CH:7][CH:6]=1.Cl.N([O-])=O.[Na+].NC(N)=O.[Na+].[I-:27]. The catalyst is O. The product is [F:16][C:15]1[CH:14]=[CH:13][CH:12]=[C:3]([O:4][C:5]2[CH:11]=[CH:10][C:8]([I:27])=[CH:7][CH:6]=2)[C:2]=1[F:1]. The yield is 0.790. (5) The product is [CH3:19][S:16]([NH:15][C:12]1[CH:13]=[CH:14][C:9]2[NH:8][C:6]([CH2:5][C:4]([OH:3])=[O:24])=[N:21][S:20](=[O:23])(=[O:22])[C:10]=2[CH:11]=1)(=[O:18])=[O:17]. The catalyst is [OH-].[Na+]. The reactants are C([O:3][C:4](=[O:24])[CH2:5][C:6]([NH:8][C:9]1[CH:14]=[CH:13][C:12]([NH:15][S:16]([CH3:19])(=[O:18])=[O:17])=[CH:11][C:10]=1[S:20](=[O:23])(=[O:22])[NH2:21])=O)C.Cl. The yield is 0.826. (6) The reactants are [C:1]([N:8]1[CH2:12][C@@H:11]([NH2:13])[CH2:10][C@H:9]1[C:14]([N:16]1[CH2:21][CH2:20][N:19]([CH3:22])[CH2:18][CH2:17]1)=[O:15])([O:3][C:4]([CH3:7])([CH3:6])[CH3:5])=[O:2].CC(C)([O-])C.[Na+].C(P(C(C)(C)C)C1C=CC=CC=1C1C=CC=CC=1)(C)(C)C.Br[C:51]1[CH:56]=[CH:55][C:54]([F:57])=[CH:53][C:52]=1[F:58]. The catalyst is C1(C)C=CC=CC=1.C1C=CC(/C=C/C(/C=C/C2C=CC=CC=2)=O)=CC=1.C1C=CC(/C=C/C(/C=C/C2C=CC=CC=2)=O)=CC=1.C1C=CC(/C=C/C(/C=C/C2C=CC=CC=2)=O)=CC=1.[Pd].[Pd]. The product is [C:1]([N:8]1[CH2:12][C@@H:11]([NH:13][C:51]2[CH:56]=[CH:55][C:54]([F:57])=[CH:53][C:52]=2[F:58])[CH2:10][C@H:9]1[C:14]([N:16]1[CH2:17][CH2:18][N:19]([CH3:22])[CH2:20][CH2:21]1)=[O:15])([O:3][C:4]([CH3:7])([CH3:6])[CH3:5])=[O:2]. The yield is 0.780. (7) The reactants are [C:1]([O:5][C:6]([NH:8][C@@:9]1([C:27]([O:29][C:30]([CH3:33])([CH3:32])[CH3:31])=[O:28])[C:14](=[CH:15]N(C)C)[C:13](=[O:19])[C@@H:12]2[C@H:10]1[C@H:11]2[C:20]([O:22][C:23]([CH3:26])([CH3:25])[CH3:24])=[O:21])=[O:7])([CH3:4])([CH3:3])[CH3:2].C(N(CC)CC)C.[H-].C([Al+]CC(C)C)C(C)C.[Cl-].[NH4+]. The catalyst is O1CCCC1. The product is [C:1]([O:5][C:6]([NH:8][C@@:9]1([C:27]([O:29][C:30]([CH3:33])([CH3:32])[CH3:31])=[O:28])[C:14](=[CH2:15])[C:13](=[O:19])[C@@H:12]2[C@H:10]1[C@H:11]2[C:20]([O:22][C:23]([CH3:25])([CH3:24])[CH3:26])=[O:21])=[O:7])([CH3:4])([CH3:2])[CH3:3]. The yield is 0.838. (8) The reactants are [NH2:1][C:2]1[CH:3]=[C:4]([CH2:7][CH2:8][C:9]2[CH:10]=[C:11]([CH:17]=[CH:18][CH:19]=2)[C:12]([N:14]([CH3:16])[CH3:15])=[O:13])[NH:5][N:6]=1.Cl[C:21]1[CH:26]=[CH:25][N:24]=[C:23]([NH:27][CH2:28][C:29]2[O:33][N:32]=[C:31]([CH3:34])[CH:30]=2)[N:22]=1. No catalyst specified. The product is [CH3:16][N:14]([CH3:15])[C:12](=[O:13])[C:11]1[CH:17]=[CH:18][CH:19]=[C:9]([CH2:8][CH2:7][C:4]2[NH:5][N:6]=[C:2]([NH:1][C:21]3[CH:26]=[CH:25][N:24]=[C:23]([NH:27][CH2:28][C:29]4[O:33][N:32]=[C:31]([CH3:34])[CH:30]=4)[N:22]=3)[CH:3]=2)[CH:10]=1. The yield is 0.270.